From a dataset of Reaction yield outcomes from USPTO patents with 853,638 reactions. Predict the reaction yield, written as a fraction of the theoretical maximum amount of product (1.0 means a 100% yield; for example, 0.34 means a 34% yield). The reactants are [CH3:1][O-:2].[Na+].[CH2:4]([O:6][CH:7]([O:10][CH2:11][CH3:12])[C:8]#[N:9])[CH3:5].C[O-]. The catalyst is CO. The product is [CH2:4]([O:6][CH:7]([O:10][CH2:11][CH3:12])[C:8](=[NH:9])[O:2][CH3:1])[CH3:5]. The yield is 0.290.